From a dataset of Full USPTO retrosynthesis dataset with 1.9M reactions from patents (1976-2016). Predict the reactants needed to synthesize the given product. Given the product [NH2:7][CH2:8][CH:9]([NH:16][C:17]([C:18]1[CH:23]=[CH:22][C:21]([Cl:24])=[C:20]([NH:25][C:26]([C:28]2[C:39](=[O:40])[NH:38][C:31]3[N:32]=[C:33]([S:36][CH3:37])[N:34]=[CH:35][C:30]=3[CH:29]=2)=[O:27])[CH:19]=1)=[O:41])[C:10]1[CH:11]=[CH:12][CH:13]=[CH:14][CH:15]=1, predict the reactants needed to synthesize it. The reactants are: C(OC(=O)[NH:7][CH2:8][CH:9]([NH:16][C:17](=[O:41])[C:18]1[CH:23]=[CH:22][C:21]([Cl:24])=[C:20]([NH:25][C:26]([C:28]2[C:39](=[O:40])[NH:38][C:31]3[N:32]=[C:33]([S:36][CH3:37])[N:34]=[CH:35][C:30]=3[CH:29]=2)=[O:27])[CH:19]=1)[C:10]1[CH:15]=[CH:14][CH:13]=[CH:12][CH:11]=1)(C)(C)C.Cl.O1CCOCC1.